Dataset: Catalyst prediction with 721,799 reactions and 888 catalyst types from USPTO. Task: Predict which catalyst facilitates the given reaction. (1) Reactant: [CH3:1][O:2][C:3](=[O:20])[CH:4]([O:18][CH3:19])[CH2:5][C:6]1[CH:11]=[CH:10][CH:9]=[C:8]([C:12]#[C:13][CH2:14][CH2:15][CH2:16]O)[CH:7]=1.C(Br)(Br)(Br)[Br:22].C1(P(C2C=CC=CC=2)C2C=CC=CC=2)C=CC=CC=1. Product: [CH3:1][O:2][C:3](=[O:20])[CH:4]([O:18][CH3:19])[CH2:5][C:6]1[CH:11]=[CH:10][CH:9]=[C:8]([C:12]#[C:13][CH2:14][CH2:15][CH2:16][Br:22])[CH:7]=1. The catalyst class is: 46. (2) Reactant: C[O:2][C:3](=[O:28])[CH2:4][O:5][C:6]1[C:7]2[C:8]3[CH:24]([C:25](=[O:27])[NH2:26])[CH2:23][CH2:22][C:9]=3[N:10]([CH2:15][C:16]3[CH:21]=[CH:20][CH:19]=[CH:18][CH:17]=3)[C:11]=2[CH:12]=[CH:13][CH:14]=1.[Li+].[OH-]. Product: [CH2:15]([N:10]1[C:11]2[CH:12]=[CH:13][CH:14]=[C:6]([O:5][CH2:4][C:3]([OH:28])=[O:2])[C:7]=2[C:8]2[CH:24]([C:25](=[O:27])[NH2:26])[CH2:23][CH2:22][C:9]1=2)[C:16]1[CH:21]=[CH:20][CH:19]=[CH:18][CH:17]=1. The catalyst class is: 36. (3) Reactant: [CH2:1]([CH:3]1[O:5][CH2:4]1)[Cl:2].[CH2:6]([Cl:11])[CH:7]([OH:10])[CH2:8][Cl:9]. Product: [CH2:6]([Cl:11])[CH:7]([OH:10])[CH2:8][Cl:9].[OH2:5].[CH2:1]([CH:3]1[O:5][CH2:4]1)[Cl:2]. The catalyst class is: 6. (4) Reactant: [OH-:1].[K+].[O:3]=[C:4]1[CH2:9][CH2:8][N:7]([C:10]([O:12][C:13]([CH3:16])([CH3:15])[CH3:14])=[O:11])[CH2:6][CH2:5]1.[C:17](O)(=[O:19])C.[C:21](O)(=O)C.IC1C=CC=CC=1. Product: [OH:1][CH:9]1[C:4]([O:19][CH3:17])([O:3][CH3:21])[CH2:5][CH2:6][N:7]([C:10]([O:12][C:13]([CH3:16])([CH3:15])[CH3:14])=[O:11])[CH2:8]1. The catalyst class is: 5. (5) Reactant: [NH2:1][C:2]1[N:7]=[C:6]([Cl:8])[C:5]([NH:9][CH:10]=[O:11])=[C:4](Cl)[N:3]=1.[NH2:13][C@@H:14]1[CH2:18][C@H:17]([CH2:19][OH:20])[CH:16]=[CH:15]1.C(N(CC)CC)C. Product: [NH2:1][C:2]1[N:3]=[C:4]([NH:13][C@@H:14]2[CH2:18][CH:17]([CH2:19][OH:20])[CH:16]=[CH:15]2)[C:5]([NH:9][CH:10]=[O:11])=[C:6]([Cl:8])[N:7]=1. The catalyst class is: 8. (6) Reactant: [CH2:1]([NH:8][C@@H:9]([CH2:12][O:13][Si:14]([C:27]([CH3:30])([CH3:29])[CH3:28])([C:21]1[CH:26]=[CH:25][CH:24]=[CH:23][CH:22]=1)[C:15]1[CH:20]=[CH:19][CH:18]=[CH:17][CH:16]=1)[CH2:10][OH:11])[C:2]1[CH:7]=[CH:6][CH:5]=[CH:4][CH:3]=1.[CH2:31]([C@H:33]1[O:35][CH2:34]1)Cl.Cl([O-])(=O)(=O)=O.[Li+].C[O-].[Na+].[NH4+].[Cl-]. Product: [CH2:1]([N:8]1[C@@H:9]([CH2:12][O:13][Si:14]([C:27]([CH3:30])([CH3:29])[CH3:28])([C:21]2[CH:26]=[CH:25][CH:24]=[CH:23][CH:22]=2)[C:15]2[CH:16]=[CH:17][CH:18]=[CH:19][CH:20]=2)[CH2:10][O:11][C@@H:33]([CH2:34][OH:35])[CH2:31]1)[C:2]1[CH:3]=[CH:4][CH:5]=[CH:6][CH:7]=1. The catalyst class is: 11. (7) Reactant: [OH:1][C:2]1[CH:7]=[CH:6][C:5]([O:8][CH3:9])=[C:4]([O:10][CH3:11])[CH:3]=1.C(=O)([O-])[O-].[K+].[K+].[CH3:18][C:19]([CH3:21])=O.C(Br)C#C. Product: [CH2:21]([O:1][C:2]1[CH:7]=[CH:6][C:5]([O:8][CH3:9])=[C:4]([O:10][CH3:11])[CH:3]=1)[C:19]#[CH:18]. The catalyst class is: 11. (8) Reactant: [Cl:1][CH2:2][CH2:3][CH2:4][C:5]([C:7]1[CH:12]=[CH:11][C:10]([C:13]([CH3:20])([CH3:19])[C:14]([O:16][CH2:17][CH3:18])=[O:15])=[CH:9][CH:8]=1)=[O:6].[C:21]1([C:27]([C:35]2[CH:40]=[CH:39][CH:38]=[CH:37][CH:36]=2)([CH:29]2[CH2:34][CH2:33][NH:32][CH2:31][CH2:30]2)[OH:28])[CH:26]=[CH:25][CH:24]=[CH:23][CH:22]=1.Cl. Product: [ClH:1].[OH:28][C:27]([C:35]1[CH:40]=[CH:39][CH:38]=[CH:37][CH:36]=1)([C:21]1[CH:22]=[CH:23][CH:24]=[CH:25][CH:26]=1)[CH:29]1[CH2:34][CH2:33][N:32]([CH2:2][CH2:3][CH2:4][C:5]([C:7]2[CH:12]=[CH:11][C:10]([C:13]([CH3:20])([CH3:19])[C:14]([O:16][CH2:17][CH3:18])=[O:15])=[CH:9][CH:8]=2)=[O:6])[CH2:31][CH2:30]1. The catalyst class is: 113. (9) Reactant: [F:1][C:2]1[CH:11]=[C:10]2[C:5]([CH:6]=[CH:7][C:8]([O:12]S(C3C=CC(C)=CC=3)(=O)=O)=[CH:9]2)=[CH:4][CH:3]=1.[Mg].Cl. Product: [F:1][C:2]1[CH:11]=[C:10]2[C:5]([CH:6]=[CH:7][C:8]([OH:12])=[CH:9]2)=[CH:4][CH:3]=1. The catalyst class is: 5.